From a dataset of Reaction yield outcomes from USPTO patents with 853,638 reactions. Predict the reaction yield, written as a fraction of the theoretical maximum amount of product (1.0 means a 100% yield; for example, 0.34 means a 34% yield). (1) The reactants are [Cl:1][C:2]1[CH:3]=[C:4]([CH:7]=[C:8]([O:10][C:11]2[C:16]([Cl:17])=[CH:15][CH:14]=[C:13]([CH2:18][N:19]3C(=O)C4C(=CC=CC=4)C3=O)[C:12]=2[F:30])[CH:9]=1)[C:5]#[N:6].O.NN. The catalyst is CO. The product is [NH2:19][CH2:18][C:13]1[C:12]([F:30])=[C:11]([O:10][C:8]2[CH:7]=[C:4]([CH:3]=[C:2]([Cl:1])[CH:9]=2)[C:5]#[N:6])[C:16]([Cl:17])=[CH:15][CH:14]=1. The yield is 0.820. (2) The reactants are [F:1][C:2]([F:12])([F:11])[CH2:3][CH2:4][S:5][CH2:6][CH2:7][C:8](O)=[O:9].S(Cl)([Cl:15])=O. The catalyst is ClCCl. The product is [F:1][C:2]([F:12])([F:11])[CH2:3][CH2:4][S:5][CH2:6][CH2:7][C:8]([Cl:15])=[O:9]. The yield is 0.860. (3) The reactants are [Cl:1][C:2]1[N:7]=[C:6]([C:8]([O:10][CH3:11])=[O:9])[C:5]([O:12][CH3:13])=[CH:4][CH:3]=1.FC(F)(F)C(OC(=O)C(F)(F)F)=O.S(=O)(O)[O-].[Na+].C(Cl)[Cl:33]. No catalyst specified. The product is [Cl:33][C:4]1[CH:3]=[C:2]([Cl:1])[N:7]=[C:6]([C:8]([O:10][CH3:11])=[O:9])[C:5]=1[O:12][CH3:13]. The yield is 0.230. (4) The reactants are [OH:1][C@:2]1([CH3:21])[CH2:7][CH2:6][CH2:5][C@H:4]([NH:8][C:9]2[C:14]([C:15]#[N:16])=[CH:13][N:12]=[C:11](S(C)(=O)=O)[N:10]=2)[CH2:3]1.[F:22][C:23]([F:35])([CH3:34])[CH2:24][O:25][C:26]1[C:31]([CH2:32][NH2:33])=[CH:30][N:29]=[CH:28][N:27]=1.CCN(C(C)C)C(C)C. The catalyst is C1COCC1. The product is [F:35][C:23]([F:22])([CH3:34])[CH2:24][O:25][C:26]1[C:31]([CH2:32][NH:33][C:11]2[N:10]=[C:9]([NH:8][C@H:4]3[CH2:5][CH2:6][CH2:7][C@:2]([OH:1])([CH3:21])[CH2:3]3)[C:14]([C:15]#[N:16])=[CH:13][N:12]=2)=[CH:30][N:29]=[CH:28][N:27]=1. The yield is 0.240. (5) The reactants are [CH:1]([C:3]1[NH:7][C:6]([C:8]([OH:10])=O)=[CH:5][C:4]=1[CH3:11])=[O:2].Cl.CN(C)CCCN=C=N.ON1C2C=CC=CC=2N=N1.[CH2:32]([N:34]([CH2:37][CH2:38][NH2:39])[CH2:35][CH3:36])[CH3:33]. The catalyst is CN(C=O)C. The product is [CH2:32]([N:34]([CH2:35][CH3:36])[CH2:37][CH2:38][NH:39][C:8]([C:6]1[NH:7][C:3]([CH:1]=[O:2])=[C:4]([CH3:11])[CH:5]=1)=[O:10])[CH3:33]. The yield is 0.780. (6) The reactants are Cl[C:2]1[CH:3]=[C:4]([C:9]2[N:13]([C:14]3[CH:19]=[CH:18][C:17]([O:20][CH3:21])=[CH:16][CH:15]=3)[N:12]=[C:11]([CH2:22][CH:23]([C:27]3[CH:28]=[C:29]([CH3:33])[CH:30]=[CH:31][CH:32]=3)[C:24](O)=[O:25])[CH:10]=2)[CH:5]=[CH:6][C:7]=1Cl.[CH2:34](Cl)CCl.C1C=CC2N(O)N=NC=2C=1.Cl.[NH2:49][C@@H:50]1[CH2:55][CH2:54][CH2:53][CH2:52][C@H:51]1[OH:56].CCN(C(C)C)C(C)C. The catalyst is CN(C=O)C.CCOC(C)=O. The product is [OH:56][CH:51]1[CH2:52][CH2:53][CH2:54][CH2:55][CH:50]1[NH:49][C:24](=[O:25])[CH:23]([C:27]1[CH:28]=[C:29]([CH3:33])[CH:30]=[CH:31][CH:32]=1)[CH2:22][C:11]1[CH:10]=[C:9]([C:4]2[CH:3]=[CH:2][C:7]([CH3:34])=[CH:6][CH:5]=2)[N:13]([C:14]2[CH:15]=[CH:16][C:17]([O:20][CH3:21])=[CH:18][CH:19]=2)[N:12]=1. The yield is 0.330. (7) The reactants are [Cl:1][C:2]1[CH:7]=[CH:6][CH:5]=[C:4]([CH3:8])[C:3]=1[NH:9][C:10](=[O:16])/[CH:11]=[CH:12]/OCC.C1C(=O)N(Br)C(=O)C1.[NH2:25][C:26]([NH2:28])=[S:27].[OH-].[NH4+]. The catalyst is O1CCOCC1.O. The product is [NH2:28][C:26]1[S:27][C:11]([C:10]([NH:9][C:3]2[C:4]([CH3:8])=[CH:5][CH:6]=[CH:7][C:2]=2[Cl:1])=[O:16])=[CH:12][N:25]=1. The yield is 0.949. (8) The product is [CH2:23]([S:26]([O:22][C:18]1[CH:19]=[CH:20][CH:21]=[C:16]([C:8]2([C:4]3[CH:5]=[CH:6][CH:7]=[C:2]([Br:1])[CH:3]=3)[C:9](=[O:15])[N:10]([CH3:14])[C:11](=[S:13])[NH:12]2)[CH:17]=1)(=[O:28])=[O:27])[CH2:24][CH3:25]. The reactants are [Br:1][C:2]1[CH:3]=[C:4]([C:8]2([C:16]3[CH:21]=[CH:20][CH:19]=[C:18]([OH:22])[CH:17]=3)[NH:12][C:11](=[S:13])[N:10]([CH3:14])[C:9]2=[O:15])[CH:5]=[CH:6][CH:7]=1.[CH2:23]([S:26](Cl)(=[O:28])=[O:27])[CH2:24][CH3:25]. No catalyst specified. The yield is 0.940.